From a dataset of Catalyst prediction with 721,799 reactions and 888 catalyst types from USPTO. Predict which catalyst facilitates the given reaction. (1) Reactant: [C:1]([O:9][CH2:10][CH2:11][CH2:12][CH2:13][C:14]#[N:15])(=[O:8])[C:2]1[CH:7]=[CH:6][CH:5]=[CH:4][CH:3]=1.[NH:16]([C:18](=[S:20])[NH2:19])N. Product: [C:1]([O:9][CH2:10][CH2:11][CH2:12][CH2:13][C:14]1[S:20][C:18]([NH2:19])=[N:16][N:15]=1)(=[O:8])[C:2]1[CH:7]=[CH:6][CH:5]=[CH:4][CH:3]=1. The catalyst class is: 67. (2) Reactant: [O:1]=[C:2]1[CH2:6][CH2:5][CH:4]([C:7]([OH:9])=[O:8])[CH2:3]1.[C:10](=O)([O-])[O-].[K+].[K+].IC. Product: [O:1]=[C:2]1[CH2:6][CH2:5][CH:4]([C:7]([O:9][CH3:10])=[O:8])[CH2:3]1. The catalyst class is: 21. (3) Reactant: [Si]([O:18][CH:19]1[CH2:22][N:21]([C:23]2[S:24][CH:25]=[C:26]([CH2:28][N:29]3[C:33](=[O:34])[CH2:32][CH2:31][C:30]3=[O:35])[N:27]=2)[CH2:20]1)(C(C)(C)C)(C1C=CC=CC=1)C1C=CC=CC=1.[F-].C([N+](CCCC)(CCCC)CCCC)CCC. Product: [OH:18][CH:19]1[CH2:22][N:21]([C:23]2[S:24][CH:25]=[C:26]([CH2:28][N:29]3[C:33](=[O:34])[CH2:32][CH2:31][C:30]3=[O:35])[N:27]=2)[CH2:20]1. The catalyst class is: 7. (4) Reactant: [F:1][C:2]([F:9])([F:8])[C:3]1([OH:7])[CH2:6][CH2:5][CH2:4]1.N1C=CC=CC=1.Cl[C:17]([O:19][C:20]1[CH:25]=[CH:24][C:23]([N+:26]([O-:28])=[O:27])=[CH:22][CH:21]=1)=[O:18]. Product: [F:1][C:2]([F:9])([F:8])[C:3]1([O:7][C:17](=[O:18])[O:19][C:20]2[CH:21]=[CH:22][C:23]([N+:26]([O-:28])=[O:27])=[CH:24][CH:25]=2)[CH2:6][CH2:5][CH2:4]1. The catalyst class is: 4. (5) Reactant: [Br:1][C:2]1[CH:3]=[C:4]([C:8]2([C:21]#[N:22])[CH2:14][C@@H:13]3[N:15]([CH2:16][C:17]([F:20])([F:19])[F:18])[C@@H:10]([CH2:11][CH2:12]3)[CH2:9]2)[CH:5]=[N:6][CH:7]=1.[NH4+].[NH4+].[S-:25]S[S-]. Product: [Br:1][C:2]1[CH:3]=[C:4]([C:8]2([C:21](=[S:25])[NH2:22])[CH2:9][C@@H:10]3[N:15]([CH2:16][C:17]([F:20])([F:19])[F:18])[C@@H:13]([CH2:12][CH2:11]3)[CH2:14]2)[CH:5]=[N:6][CH:7]=1. The catalyst class is: 17. (6) Reactant: [F:1][C:2]1[CH:3]=[C:4]([CH2:10][OH:11])[CH:5]=[N:6][C:7]=1[O:8][CH3:9]. Product: [F:1][C:2]1[C:7]([O:8][CH3:9])=[N:6][CH:5]=[C:4]([CH:3]=1)[CH:10]=[O:11]. The catalyst class is: 327.